From a dataset of NCI-60 drug combinations with 297,098 pairs across 59 cell lines. Regression. Given two drug SMILES strings and cell line genomic features, predict the synergy score measuring deviation from expected non-interaction effect. (1) Drug 1: C1CCC(C(C1)N)N.C(=O)(C(=O)[O-])[O-].[Pt+4]. Drug 2: N.N.Cl[Pt+2]Cl. Cell line: M14. Synergy scores: CSS=19.5, Synergy_ZIP=1.64, Synergy_Bliss=4.54, Synergy_Loewe=-3.50, Synergy_HSA=0.739. (2) Drug 1: C1CCC(C1)C(CC#N)N2C=C(C=N2)C3=C4C=CNC4=NC=N3. Drug 2: CN1C2=C(C=C(C=C2)N(CCCl)CCCl)N=C1CCCC(=O)O.Cl. Cell line: KM12. Synergy scores: CSS=29.3, Synergy_ZIP=-7.27, Synergy_Bliss=-4.41, Synergy_Loewe=-2.56, Synergy_HSA=-1.76. (3) Drug 1: CC1C(C(CC(O1)OC2CC(CC3=C2C(=C4C(=C3O)C(=O)C5=C(C4=O)C(=CC=C5)OC)O)(C(=O)C)O)N)O.Cl. Drug 2: CS(=O)(=O)CCNCC1=CC=C(O1)C2=CC3=C(C=C2)N=CN=C3NC4=CC(=C(C=C4)OCC5=CC(=CC=C5)F)Cl. Cell line: COLO 205. Synergy scores: CSS=28.8, Synergy_ZIP=2.99, Synergy_Bliss=7.14, Synergy_Loewe=-5.40, Synergy_HSA=3.30. (4) Drug 1: CC(C)(C#N)C1=CC(=CC(=C1)CN2C=NC=N2)C(C)(C)C#N. Drug 2: C1CCC(C(C1)N)N.C(=O)(C(=O)[O-])[O-].[Pt+4]. Cell line: CCRF-CEM. Synergy scores: CSS=19.2, Synergy_ZIP=-3.49, Synergy_Bliss=3.40, Synergy_Loewe=2.38, Synergy_HSA=2.12. (5) Drug 1: CCCCC(=O)OCC(=O)C1(CC(C2=C(C1)C(=C3C(=C2O)C(=O)C4=C(C3=O)C=CC=C4OC)O)OC5CC(C(C(O5)C)O)NC(=O)C(F)(F)F)O. Cell line: OVCAR3. Drug 2: CC12CCC3C(C1CCC2OP(=O)(O)O)CCC4=C3C=CC(=C4)OC(=O)N(CCCl)CCCl.[Na+]. Synergy scores: CSS=52.2, Synergy_ZIP=-7.09, Synergy_Bliss=-20.2, Synergy_Loewe=-45.7, Synergy_HSA=-19.3. (6) Drug 1: C1C(C(OC1N2C=NC3=C(N=C(N=C32)Cl)N)CO)O. Drug 2: C1=NNC2=C1C(=O)NC=N2. Cell line: NCI-H460. Synergy scores: CSS=14.1, Synergy_ZIP=-4.53, Synergy_Bliss=-3.81, Synergy_Loewe=-32.7, Synergy_HSA=-4.38. (7) Drug 1: C1=CC(=CC=C1CCCC(=O)O)N(CCCl)CCCl. Drug 2: CC1=C(C=C(C=C1)NC(=O)C2=CC=C(C=C2)CN3CCN(CC3)C)NC4=NC=CC(=N4)C5=CN=CC=C5. Cell line: NCI-H460. Synergy scores: CSS=11.4, Synergy_ZIP=-2.17, Synergy_Bliss=-5.47, Synergy_Loewe=-11.9, Synergy_HSA=-6.69. (8) Drug 1: CC1=CC=C(C=C1)C2=CC(=NN2C3=CC=C(C=C3)S(=O)(=O)N)C(F)(F)F. Drug 2: CC1=C(C(CCC1)(C)C)C=CC(=CC=CC(=CC(=O)O)C)C. Cell line: UO-31. Synergy scores: CSS=-1.96, Synergy_ZIP=1.54, Synergy_Bliss=0.554, Synergy_Loewe=0.331, Synergy_HSA=-2.19. (9) Drug 1: CC1=C(C=C(C=C1)NC(=O)C2=CC=C(C=C2)CN3CCN(CC3)C)NC4=NC=CC(=N4)C5=CN=CC=C5. Drug 2: C1CCC(C(C1)N)N.C(=O)(C(=O)[O-])[O-].[Pt+4]. Cell line: A549. Synergy scores: CSS=6.21, Synergy_ZIP=-4.41, Synergy_Bliss=-4.85, Synergy_Loewe=-27.6, Synergy_HSA=-5.59.